Dataset: Full USPTO retrosynthesis dataset with 1.9M reactions from patents (1976-2016). Task: Predict the reactants needed to synthesize the given product. (1) Given the product [NH2:9][C:10]1[C:2]([Br:1])=[C:3]([F:13])[CH:4]=[CH:5][C:6]=1[C:7]([OH:12])=[O:14], predict the reactants needed to synthesize it. The reactants are: [Br:1][C:2]1[C:3]([F:13])=[CH:4][CH:5]=[C:6]2[C:10]=1[NH:9]C(=O)[C:7]2=[O:12].[OH-:14].[Na+].OO.Cl. (2) Given the product [Br:5][C:6]1[CH:14]=[CH:13][C:12]([C:15]([NH2:17])=[O:16])=[C:11]2[C:7]=1[C:8]([CH2:20][N:21]([CH3:18])[CH3:22])=[CH:9][NH:10]2, predict the reactants needed to synthesize it. The reactants are: C(O)(=O)C.[Br:5][C:6]1[CH:14]=[CH:13][C:12]([C:15]([NH2:17])=[O:16])=[C:11]2[C:7]=1[CH:8]=[CH:9][NH:10]2.[CH2:18]=O.[CH3:20][NH:21][CH3:22]. (3) Given the product [OH:33][Si:34]([CH3:42])([CH3:41])[C:2]1[CH:21]=[CH:20][C:5]([O:6][CH2:7][CH2:8][N:9]2[C:17](=[O:18])[C:16]3[C:11](=[CH:12][CH:13]=[CH:14][CH:15]=3)[C:10]2=[O:19])=[CH:4][CH:3]=1, predict the reactants needed to synthesize it. The reactants are: Br[C:2]1[CH:21]=[CH:20][C:5]([O:6][CH2:7][CH2:8][N:9]2[C:17](=[O:18])[C:16]3[C:11](=[CH:12][CH:13]=[CH:14][CH:15]=3)[C:10]2=[O:19])=[CH:4][CH:3]=1.CCN(C(C)C)C(C)C.C([O:33][Si:34]([CH3:42])([CH3:41])[Si:34]([O:33]CC)([CH3:42])[CH3:41])C. (4) Given the product [N:4]1[N:3]([CH2:7][C:8]([N:27]2[CH2:28][C@H:29]([CH2:31][C:32]3[CH:37]=[CH:36][CH:35]=[CH:34][C:33]=3[CH3:38])[CH2:30][C@H:26]2[C:24]([NH:23][C:20]2[CH:21]=[CH:22][C:17]([O:16][C:15]3[CH:39]=[CH:40][C:12]([F:11])=[CH:13][CH:14]=3)=[CH:18][CH:19]=2)=[O:25])=[O:10])[N:2]=[CH:6][CH:5]=1, predict the reactants needed to synthesize it. The reactants are: Cl.[N:2]1[N:3]([CH2:7][C:8]([OH:10])=O)[N:4]=[CH:5][CH:6]=1.[F:11][C:12]1[CH:40]=[CH:39][C:15]([O:16][C:17]2[CH:22]=[CH:21][C:20]([NH:23][C:24]([C@@H:26]3[CH2:30][C@@H:29]([CH2:31][C:32]4[CH:37]=[CH:36][CH:35]=[CH:34][C:33]=4[CH3:38])[CH2:28][NH:27]3)=[O:25])=[CH:19][CH:18]=2)=[CH:14][CH:13]=1. (5) Given the product [SH:10][C:11]1[CH:20]=[C:19]([CH3:18])[CH:14]=[CH:13][C:12]=1[C:21]([O:23][CH2:24][CH3:5])=[O:22], predict the reactants needed to synthesize it. The reactants are: [O-]S([C:5](F)(F)F)(=O)=O.[Na].[SH:10][C:11]1[C:12]([C:21]([O:23][CH3:24])=[O:22])=[CH:13][C:14]2[C:19]([CH:20]=1)=[CH:18]C=CC=2.[F-].C([N+](CCCC)(CCCC)CCCC)CCC.C(O)(=O)C. (6) Given the product [C:14]([N:5]([CH:6]([C:8]1[CH:9]=[CH:10][CH:11]=[CH:12][CH:13]=1)[CH3:7])[CH2:1][CH2:2][CH2:3][CH3:4])(=[O:16])[CH3:15], predict the reactants needed to synthesize it. The reactants are: [CH2:1]([NH:5][CH:6]([C:8]1[CH:13]=[CH:12][CH:11]=[CH:10][CH:9]=1)[CH3:7])[CH2:2][CH2:3][CH3:4].[C:14](OC(=O)C)(=[O:16])[CH3:15]. (7) Given the product [ClH:27].[ClH:27].[NH2:8][CH2:9][CH2:10][CH2:11][CH2:12][N:13]1[C:23](=[O:24])[C:22]2[N:25]3[C:15](=[CH:16][N:17]=[C:18]3[CH:19]=[CH:20][CH:21]=2)[C:14]1=[O:26], predict the reactants needed to synthesize it. The reactants are: C(OC([NH:8][CH2:9][CH2:10][CH2:11][CH2:12][N:13]1[C:23](=[O:24])[C:22]2[N:25]3[C:15](=[CH:16][N:17]=[C:18]3[CH:19]=[CH:20][CH:21]=2)[C:14]1=[O:26])=O)(C)(C)C.[ClH:27]. (8) Given the product [NH:30]1[CH2:29][CH2:28][CH:27]([CH:4]([N:5]2[CH:9]=[C:8]([C:10]3[C:11]4[CH:18]=[CH:17][NH:16][C:12]=4[N:13]=[CH:14][N:15]=3)[CH:7]=[N:6]2)[CH2:3][C:1]#[N:2])[CH2:32][CH2:31]1, predict the reactants needed to synthesize it. The reactants are: [C:1]([CH2:3][CH:4]([CH:27]1[CH2:32][CH2:31][N:30](C(OC(C)(C)C)=O)[CH2:29][CH2:28]1)[N:5]1[CH:9]=[C:8]([C:10]2[C:11]3[CH:18]=[CH:17][N:16](COCC[Si](C)(C)C)[C:12]=3[N:13]=[CH:14][N:15]=2)[CH:7]=[N:6]1)#[N:2].ClCCCl.FC(F)(F)C(O)=O.CO.C(N)CN.